Predict the reactants needed to synthesize the given product. From a dataset of Full USPTO retrosynthesis dataset with 1.9M reactions from patents (1976-2016). (1) Given the product [Cl:1][C:2]1[CH:7]=[C:6]([Cl:8])[CH:5]=[C:4]([Cl:9])[C:3]=1[N:10]1[C:14]2=[N:15][C:16]([CH2:20][C:21]3[CH:26]=[CH:25][C:24]([C:35]4[CH:36]=[CH:37][C:32]([O:31][CH3:30])=[CH:33][CH:34]=4)=[CH:23][CH:22]=3)=[N:17][C:18](=[O:19])[C:13]2=[C:12]([CH2:28][CH3:29])[NH:11]1, predict the reactants needed to synthesize it. The reactants are: [Cl:1][C:2]1[CH:7]=[C:6]([Cl:8])[CH:5]=[C:4]([Cl:9])[C:3]=1[N:10]1[C:14]2=[N:15][C:16]([CH2:20][C:21]3[CH:26]=[CH:25][C:24](Br)=[CH:23][CH:22]=3)=[N:17][C:18](=[O:19])[C:13]2=[C:12]([CH2:28][CH3:29])[NH:11]1.[CH3:30][O:31][C:32]1[CH:37]=[CH:36][C:35](B(O)O)=[CH:34][CH:33]=1.C([O-])([O-])=O.[Na+].[Na+].O. (2) The reactants are: [NH2:1][C@@H:2]1[C:16](=[O:17])[N:15]2[CH2:18][C@H:19]([O:21][C:22]3[C:23]4[S:36][CH:35]=[CH:34][C:24]=4[N:25]=[C:26]([C:28]4[CH:33]=[CH:32][CH:31]=[CH:30][N:29]=4)[N:27]=3)[CH2:20][C@H:14]2[C:13](=[O:37])[NH:12][C@:11]2([C:39]([O:41][CH3:42])=[O:40])[CH2:38][C@H:10]2[CH:9]=[CH:8][CH2:7][CH2:6][CH2:5][CH2:4][CH2:3]1.C(N(CC)CC)C.[C:50](=O)([O:57]C1C=CC([N+]([O-])=O)=CC=1)[O:51][CH:52]1[CH2:56][CH2:55][CH2:54][CH2:53]1.C(=O)(O)[O-].[Na+]. Given the product [CH:52]1([O:51][C:50]([NH:1][C@@H:2]2[C:16](=[O:17])[N:15]3[CH2:18][C@H:19]([O:21][C:22]4[C:23]5[S:36][CH:35]=[CH:34][C:24]=5[N:25]=[C:26]([C:28]5[CH:33]=[CH:32][CH:31]=[CH:30][N:29]=5)[N:27]=4)[CH2:20][C@H:14]3[C:13](=[O:37])[NH:12][C@:11]3([C:39]([O:41][CH3:42])=[O:40])[CH2:38][C@H:10]3[CH:9]=[CH:8][CH2:7][CH2:6][CH2:5][CH2:4][CH2:3]2)=[O:57])[CH2:56][CH2:55][CH2:54][CH2:53]1, predict the reactants needed to synthesize it. (3) The reactants are: [N:1]1([CH2:10][C:11]([OH:13])=O)[C:5]2=[N:6][CH:7]=[CH:8][CH:9]=[C:4]2[CH:3]=[CH:2]1.[F:14][C:15]1[CH:20]=[CH:19][C:18]([N:21]2[C:29]3[CH2:28][CH2:27][CH2:26][NH:25][C:24]=3[CH:23]=[N:22]2)=[CH:17][CH:16]=1.C(N(CC)CC)C.CN(C(ON1N=NC2C=CC=NC1=2)=[N+](C)C)C.F[P-](F)(F)(F)(F)F. Given the product [F:14][C:15]1[CH:16]=[CH:17][C:18]([N:21]2[C:29]3[CH2:28][CH2:27][CH2:26][N:25]([C:11](=[O:13])[CH2:10][N:1]4[C:5]5=[N:6][CH:7]=[CH:8][CH:9]=[C:4]5[CH:3]=[CH:2]4)[C:24]=3[CH:23]=[N:22]2)=[CH:19][CH:20]=1, predict the reactants needed to synthesize it.